This data is from Reaction yield outcomes from USPTO patents with 853,638 reactions. The task is: Predict the reaction yield, written as a fraction of the theoretical maximum amount of product (1.0 means a 100% yield; for example, 0.34 means a 34% yield). (1) The reactants are C(OC([NH:8][C:9]1[S:10][C:11]([Cl:74])=[C:12]([C:14](=[N:53][O:54]C(C2C=CC=CC=2)(C2C=CC=CC=2)C2C=CC=CC=2)[C:15]([NH:17][C@@H:18]2[C:25](=[O:26])[N:24]3[C@@H:19]2[S:20][CH2:21][C:22](/[CH:43]=[CH:44]/OS(C(F)(F)F)(=O)=O)=[C:23]3[C:27]([O:29]C(C2C=CC=CC=2)C2C=CC=CC=2)=[O:28])=[O:16])[N:13]=1)=O)(C)(C)C.S([O:79][C:80]1[CH:85]=[C:84]([SH:86])[N:83]=[C:82]([NH2:87])[N:81]=1)(O)(=O)=O. No catalyst specified. The product is [NH2:8][C:9]1[S:10][C:11]([Cl:74])=[C:12]([C:14](=[N:53][OH:54])[C:15]([NH:17][C@@H:18]2[C:25](=[O:26])[N:24]3[C@@H:19]2[S:20][CH2:21][C:22](/[CH:43]=[CH:44]/[S:86][C:84]2[CH:85]=[C:80]([OH:79])[N:81]=[C:82]([NH2:87])[N:83]=2)=[C:23]3[C:27]([OH:29])=[O:28])=[O:16])[N:13]=1. The yield is 0.200. (2) The reactants are [Cl:1][C:2]1[CH:3]=[C:4]2[C:9](=[CH:10][C:11]=1[Cl:12])[CH:8]=[N:7][C:6]([NH2:13])=[CH:5]2.[Cl:14][C:15]1[C:24]([Cl:25])=[CH:23][CH:22]=[C:21]2[C:16]=1[CH:17]=[C:18]([NH2:26])[N:19]=[CH:20]2.[C:27](N1C=CC=CC1=O)(N1C=CC=CC1=O)=[S:28]. The catalyst is ClCCl. The product is [Cl:1][C:2]1[CH:3]=[C:4]2[C:9](=[CH:10][C:11]=1[Cl:12])[CH:8]=[N:7][C:6]([N:13]=[C:27]=[S:28])=[CH:5]2.[Cl:14][C:15]1[C:24]([Cl:25])=[CH:23][CH:22]=[C:21]2[C:16]=1[CH:17]=[C:18]([N:26]=[C:27]=[S:28])[N:19]=[CH:20]2. The yield is 0.407. (3) The reactants are [F:1][C:2]1[C:3]2[C:14](=[O:15])[N:13]([C:16]3[C:21]([CH:22]=[O:23])=[C:20]([C:24]4[CH:29]=[C:28]([NH:30][C:31]5[CH:40]=[C:34]6[CH2:35][N:36]([CH3:39])[CH2:37][CH2:38][N:33]6[N:32]=5)[C:27](=[O:41])[N:26]([CH3:42])[CH:25]=4)[CH:19]=[CH:18][N:17]=3)[CH2:12][CH2:11][C:4]=2[N:5]2[C:10]=1[CH2:9][CH2:8][CH2:7][CH2:6]2.[BH4-].[Na+]. The catalyst is CO. The product is [F:1][C:2]1[C:3]2[C:14](=[O:15])[N:13]([C:16]3[C:21]([CH2:22][OH:23])=[C:20]([C:24]4[CH:29]=[C:28]([NH:30][C:31]5[CH:40]=[C:34]6[CH2:35][N:36]([CH3:39])[CH2:37][CH2:38][N:33]6[N:32]=5)[C:27](=[O:41])[N:26]([CH3:42])[CH:25]=4)[CH:19]=[CH:18][N:17]=3)[CH2:12][CH2:11][C:4]=2[N:5]2[C:10]=1[CH2:9][CH2:8][CH2:7][CH2:6]2. The yield is 0.150. (4) The reactants are [NH2:1][C:2]1[CH:10]=[CH:9][C:5]([CH2:6][C:7]#[N:8])=[CH:4][CH:3]=1. The catalyst is O. The product is [CH3:5][C:4]1[N:1]([C:2]2[CH:10]=[CH:9][C:5]([CH2:6][C:7]#[N:8])=[CH:4][CH:3]=2)[C:10]([CH3:9])=[CH:2][CH:3]=1. The yield is 0.340. (5) The reactants are [N+:1]([O-:4])(O)=[O:2].[F:5][C:6]1[CH:11]=[CH:10][C:9]([CH2:12][C:13](=[O:15])[CH3:14])=[CH:8][CH:7]=1. No catalyst specified. The product is [F:5][C:6]1[CH:7]=[CH:8][C:9]([CH2:12][C:13](=[O:15])[CH3:14])=[CH:10][C:11]=1[N+:1]([O-:4])=[O:2]. The yield is 0.410.